Dataset: Forward reaction prediction with 1.9M reactions from USPTO patents (1976-2016). Task: Predict the product of the given reaction. (1) Given the reactants [OH:1][C:2]1[CH:7]=[C:6]([OH:8])[CH:5]=[CH:4][C:3]=1[C:9](=[O:20])[CH2:10][C:11]1[CH:19]=[CH:18][C:14]([C:15]([NH2:17])=O)=[CH:13][CH:12]=1.C(N(CC)CC)C.[C:28](O[C:28]([C:30]([F:33])([F:32])[F:31])=O)([C:30]([F:33])([F:32])[F:31])=O, predict the reaction product. The product is: [OH:8][C:6]1[CH:7]=[C:2]2[C:3]([C:9](=[O:20])[C:10]([C:11]3[CH:19]=[CH:18][C:14]([C:15]#[N:17])=[CH:13][CH:12]=3)=[C:28]([C:30]([F:33])([F:32])[F:31])[O:1]2)=[CH:4][CH:5]=1. (2) The product is: [I:1][C:2]1[CH:7]=[CH:6][CH:5]=[CH:4][C:3]=1[O:8][CH2:9][O:20][CH3:19]. Given the reactants [I:1][C:2]1[CH:7]=[CH:6][CH:5]=[CH:4][C:3]=1[OH:8].[CH:9](N(C(C)C)CC)(C)C.C[CH2:19][O:20]Cl, predict the reaction product. (3) Given the reactants C[CH2:2][O:3]C(/[N:6]=N/C(OCC)=O)=O.[CH2:13]([O:20][C:21](=[O:30])[CH2:22][C:23]1[CH:28]=[CH:27][CH:26]=[CH:25][C:24]=1[OH:29])[C:14]1[CH:19]=[CH:18][CH:17]=[CH:16][CH:15]=1.C1(P(C2C=CC=CC=2)C2C=CC=CC=2)C=CC=CC=1.[N:50]1([CH2:56][CH2:57]O)[CH2:55][CH2:54][O:53][CH2:52][CH2:51]1, predict the reaction product. The product is: [NH3:6].[CH3:2][OH:3].[CH2:13]([O:20][C:21](=[O:30])[CH2:22][C:23]1[CH:28]=[CH:27][CH:26]=[CH:25][C:24]=1[O:29][CH2:57][CH2:56][N:50]1[CH2:55][CH2:54][O:53][CH2:52][CH2:51]1)[C:14]1[CH:15]=[CH:16][CH:17]=[CH:18][CH:19]=1. (4) Given the reactants [C:1]([OH:6])(=[O:5])[CH:2]([CH3:4])[CH3:3].C(OC(=O)C(C)C)(=O)C(C)C.[C:18](=[O:31])([O:23][C:24]1[CH:29]=[CH:28][CH:27]=[CH:26][C:25]=1[Cl:30])[O:19][CH:20](Cl)[CH3:21], predict the reaction product. The product is: [CH3:3][CH:2]([CH3:4])[C:1]([O:6][CH:20]([O:19][C:18]([O:23][C:24]1[CH:29]=[CH:28][CH:27]=[CH:26][C:25]=1[Cl:30])=[O:31])[CH3:21])=[O:5]. (5) Given the reactants [H-].[Na+].[NH:3]1[CH:7]=[CH:6][N:5]=[CH:4]1.[Cl:8][C:9]1[CH:10]=[C:11]([C:17]2[CH:21]=[CH:20][N:19]([CH2:22][C@@H:23]([NH:25][C:26]([C:28]3[N:29]=[C:30]([CH2:33]Cl)[O:31][CH:32]=3)=[O:27])[CH3:24])[N:18]=2)[CH:12]=[CH:13][C:14]=1[C:15]#[N:16], predict the reaction product. The product is: [N:3]1([CH2:33][C:30]2[O:31][CH:32]=[C:28]([C:26]([NH:25][CH:23]([CH3:24])[CH2:22][N:19]3[CH:20]=[CH:21][C:17]([C:11]4[CH:12]=[CH:13][C:14]([C:15]#[N:16])=[C:9]([Cl:8])[CH:10]=4)=[N:18]3)=[O:27])[N:29]=2)[CH:7]=[CH:6][N:5]=[CH:4]1.